Dataset: Peptide-MHC class I binding affinity with 185,985 pairs from IEDB/IMGT. Task: Regression. Given a peptide amino acid sequence and an MHC pseudo amino acid sequence, predict their binding affinity value. This is MHC class I binding data. (1) The peptide sequence is AVFLSYIGY. The MHC is HLA-B57:01 with pseudo-sequence HLA-B57:01. The binding affinity (normalized) is 0.0847. (2) The peptide sequence is TQSPVSVGF. The MHC is HLA-A25:01 with pseudo-sequence HLA-A25:01. The binding affinity (normalized) is 0.0847.